This data is from Catalyst prediction with 721,799 reactions and 888 catalyst types from USPTO. The task is: Predict which catalyst facilitates the given reaction. (1) Product: [I:17][C:14]1[CH:13]=[CH:12][C:11]([C:10]2[CH:6]=[CH:7][NH:8][CH:9]=2)=[CH:16][CH:15]=1. Reactant: C(OC([C:6]1[C:10]([C:11]2[CH:16]=[CH:15][C:14]([I:17])=[CH:13][CH:12]=2)=[CH:9][NH:8][CH:7]=1)=O)C.[OH-].[Na+].[Na+].[Cl-]. The catalyst class is: 196. (2) Reactant: [CH2:1]([O:3][C:4]([C:6]1[C:14]2[C:9](=[CH:10][C:11]([OH:15])=[CH:12][CH:13]=2)[NH:8][N:7]=1)=[O:5])[CH3:2].N1C=CN=C1.[CH3:21][C:22]([Si:25](Cl)([C:32]1[CH:37]=[CH:36][CH:35]=[CH:34][CH:33]=1)[C:26]1[CH:31]=[CH:30][CH:29]=[CH:28][CH:27]=1)([CH3:24])[CH3:23].C(=O)([O-])O.[Na+]. Product: [CH2:1]([O:3][C:4]([C:6]1[C:14]2[C:9](=[CH:10][C:11]([O:15][Si:25]([C:22]([CH3:24])([CH3:23])[CH3:21])([C:32]3[CH:33]=[CH:34][CH:35]=[CH:36][CH:37]=3)[C:26]3[CH:31]=[CH:30][CH:29]=[CH:28][CH:27]=3)=[CH:12][CH:13]=2)[NH:8][N:7]=1)=[O:5])[CH3:2]. The catalyst class is: 3. (3) Reactant: [Cl:1][C:2]1[CH:7]=[CH:6][C:5]([C:8]([N:10]([CH3:44])[C@@H:11]2[CH2:16][CH2:15][N:14]([S:17]([CH:20]3[CH2:25][CH2:24][N:23](C(OCC4C=CC=CC=4)=O)[CH2:22][CH2:21]3)(=[O:19])=[O:18])[CH2:13][C@H:12]2[C:36]2[CH:41]=[CH:40][C:39]([Cl:42])=[C:38]([Cl:43])[CH:37]=2)=[O:9])=[CH:4][CH:3]=1.Cl.[OH-].[Na+]. Product: [Cl:1][C:2]1[CH:3]=[CH:4][C:5]([C:8]([N:10]([C@@H:11]2[CH2:16][CH2:15][N:14]([S:17]([CH:20]3[CH2:25][CH2:24][NH:23][CH2:22][CH2:21]3)(=[O:18])=[O:19])[CH2:13][C@H:12]2[C:36]2[CH:41]=[CH:40][C:39]([Cl:42])=[C:38]([Cl:43])[CH:37]=2)[CH3:44])=[O:9])=[CH:6][CH:7]=1. The catalyst class is: 1. (4) Product: [CH2:19]([O:26][C:27]1[CH:36]=[C:35]2[C:30]([C:31]([O:12][C:7]3[CH:8]=[C:9]4[C:4](=[CH:5][CH:6]=3)[NH:3][C:2]([CH3:1])=[C:10]4[CH3:11])=[N:32][CH:33]=[N:34]2)=[CH:29][C:28]=1[O:38][CH3:39])[C:20]1[CH:21]=[CH:22][CH:23]=[CH:24][CH:25]=1. The catalyst class is: 3. Reactant: [CH3:1][C:2]1[NH:3][C:4]2[C:9]([C:10]=1[CH3:11])=[CH:8][C:7]([OH:12])=[CH:6][CH:5]=2.C(=O)([O-])[O-].[K+].[K+].[CH2:19]([O:26][C:27]1[CH:36]=[C:35]2[C:30]([C:31](Cl)=[N:32][CH:33]=[N:34]2)=[CH:29][C:28]=1[O:38][CH3:39])[C:20]1[CH:25]=[CH:24][CH:23]=[CH:22][CH:21]=1. (5) Reactant: Cl.[NH2:2][C:3]1[CH:16]=[CH:15][C:6]2[N:7]([CH2:13][CH3:14])[C:8](=[O:12])[N:9]([CH2:10][CH3:11])[C:5]=2[CH:4]=1.C(N(CC)CC)C.C(O[CH:27]=[C:28]([C:34](=[O:41])[NH:35][C:36](OCC)=[O:37])[C:29]([O:31][CH2:32][CH3:33])=[O:30])C.CC(C)([O-])C.[K+].Cl. Product: [CH2:13]([N:7]1[C:6]2[CH:15]=[CH:16][C:3]([N:2]3[CH:27]=[C:28]([C:29]([O:31][CH2:32][CH3:33])=[O:30])[C:34](=[O:41])[NH:35][C:36]3=[O:37])=[CH:4][C:5]=2[N:9]([CH2:10][CH3:11])[C:8]1=[O:12])[CH3:14]. The catalyst class is: 40. (6) Reactant: [NH2:1][C:2]1[CH:7]=[CH:6][C:5]([Br:8])=[CH:4][N:3]=1.COC(OC)[N:12]([CH3:14])C.Cl.N[OH:19]. Product: [Br:8][C:5]1[CH:6]=[CH:7][C:2]([NH:1][CH:14]=[N:12][OH:19])=[N:3][CH:4]=1. The catalyst class is: 32.